Dataset: Forward reaction prediction with 1.9M reactions from USPTO patents (1976-2016). Task: Predict the product of the given reaction. (1) Given the reactants [Br:1][C:2]1[CH:15]=[CH:14][C:5]2[N:6]=[C:7]([C@@H:9]3[CH2:12][C@H:11](O)[CH2:10]3)[S:8][C:4]=2[CH:3]=1.C(=O)([O-])[O-].[K+].[K+].FC(F)(F)S(OS(C(F)(F)F)(=O)=O)(=O)=O.C([C@@H]([C@H](C(O)=O)O)O)(O)=O.[CH3:47][C@@H:48]1[CH2:52][CH2:51][CH2:50][NH:49]1, predict the reaction product. The product is: [Br:1][C:2]1[CH:15]=[CH:14][C:5]2[N:6]=[C:7]([C@H:9]3[CH2:12][C@H:11]([N:49]4[CH2:50][CH2:51][CH2:52][C@H:48]4[CH3:47])[CH2:10]3)[S:8][C:4]=2[CH:3]=1. (2) Given the reactants [C:1](=[O:8])([O:3][C:4](C)([CH3:6])[CH3:5])[NH2:2].C(=O)(O[C:12]([CH3:15])([CH3:14])[CH3:13])N.[F:17][C:18]([F:27])([F:26])[C:19]1[CH:25]=CC(N)=C[CH:20]=1, predict the reaction product. The product is: [C:1](=[O:8])([O:3][C:4]1[CH:6]=[CH:20][C:19]([C:18]([F:17])([F:26])[F:27])=[CH:25][C:5]=1[C:12]([CH3:15])([CH3:14])[CH3:13])[NH2:2]. (3) Given the reactants [CH3:1][N:2]([CH2:4]/[CH:5]=[CH:6]/[C:7]([NH:9][C:10]1[CH:11]=[C:12]2[C:25]([NH:26][C:27]3[CH:28]=[CH:29][C:30]([F:34])=[C:31]([Cl:33])[CH:32]=3)=[N:24][CH:23]=[N:22][C:13]2=[CH:14][C:15]=1[O:16][C@@H:17]1[CH2:21][O:20][CH2:19][CH2:18]1)=[O:8])[CH3:3].[C:35]([OH:42])(=[O:41])/[CH:36]=[CH:37]\[C:38]([OH:40])=[O:39].C(O)C, predict the reaction product. The product is: [CH3:3][N:2]([CH3:1])[CH2:4]/[CH:5]=[CH:6]/[C:7]([NH:9][C:10]1[CH:11]=[C:12]2[C:13]([N:22]=[CH:23][N:24]=[C:25]2[NH:26][C:27]2[CH:28]=[CH:29][C:30]([F:34])=[C:31]([Cl:33])[CH:32]=2)=[CH:14][C:15]=1[O:16][C@H:17]1[CH2:18][CH2:19][O:20][CH2:21]1)=[O:8].[CH:36](/[C:35]([OH:42])=[O:41])=[CH:37]/[C:38]([OH:40])=[O:39].[CH:36](/[C:35]([OH:42])=[O:41])=[CH:37]/[C:38]([OH:40])=[O:39].